This data is from Reaction yield outcomes from USPTO patents with 853,638 reactions. The task is: Predict the reaction yield, written as a fraction of the theoretical maximum amount of product (1.0 means a 100% yield; for example, 0.34 means a 34% yield). (1) The reactants are FC(F)(F)C(O)=O.C(OC([N:15]1[CH2:20][CH2:19][N:18]([C:21]([CH2:30][NH:31][S:32]([C:35]2[CH:40]=[CH:39][C:38]([O:41][CH2:42][C:43]#[C:44][CH3:45])=[CH:37][CH:36]=2)(=[O:34])=[O:33])([C:26]([O:28][CH3:29])=[O:27])[C:22]([O:24][CH3:25])=[O:23])[CH2:17][CH2:16]1)=O)(C)(C)C.C(=O)([O-])O.[Na+]. The catalyst is ClCCl. The product is [CH2:42]([O:41][C:38]1[CH:39]=[CH:40][C:35]([S:32]([NH:31][CH2:30][C:21]([N:18]2[CH2:17][CH2:16][NH:15][CH2:20][CH2:19]2)([C:22]([O:24][CH3:25])=[O:23])[C:26]([O:28][CH3:29])=[O:27])(=[O:34])=[O:33])=[CH:36][CH:37]=1)[C:43]#[C:44][CH3:45]. The yield is 0.980. (2) No catalyst specified. The product is [Cl:68][C:69]1[CH:74]=[CH:73][CH:72]=[C:71]([Cl:75])[C:70]=1[CH2:76][C:77]([NH:79][C:80](=[S:81])[NH:55][C:41]1[CH:42]=[CH:43][C:44]([O:45][C:46]2[CH:51]=[CH:50][N:49]=[C:48]3[CH:52]=[CH:53][S:54][C:47]=23)=[C:39]([F:38])[CH:40]=1)=[O:78]. The reactants are C(N1C2N=CN=C(OC3C=CC(NC(NC(=O)CC4C=CC=CC=4)=S)=CC=3F)C=2C=C1)C1C=CC=CC=1.[F:38][C:39]1[CH:40]=[C:41]([NH:55]C(NC(=O)CC2C=CC=CC=2)=S)[CH:42]=[CH:43][C:44]=1[O:45][C:46]1[CH:51]=[CH:50][N:49]=[C:48]2[CH:52]=[CH:53][S:54][C:47]=12.[Cl:68][C:69]1[CH:74]=[CH:73][CH:72]=[C:71]([Cl:75])[C:70]=1[CH2:76][C:77]([N:79]=[C:80]=[S:81])=[O:78]. The yield is 0.0700. (3) The reactants are [C:1]([N:4]1[C:13]2[C:8](=[CH:9][C:10](Br)=[CH:11][CH:12]=2)[N:7]([C:15]([O:17][CH2:18][CH:19]2[CH2:21][CH2:20]2)=[O:16])[CH2:6][C@@H:5]1[CH3:22])(=[O:3])[CH3:2].CC1(C)OB([C:29]2[CH:30]=[N:31][N:32](C(OC(C)(C)C)=O)[CH:33]=2)OC1(C)C.C(=O)([O-])[O-].[Na+].[Na+].O1CCOCC1. The catalyst is O. The product is [C:1]([N:4]1[C:13]2[C:8](=[CH:9][C:10]([C:29]3[CH:30]=[N:31][NH:32][CH:33]=3)=[CH:11][CH:12]=2)[N:7]([C:15]([O:17][CH2:18][CH:19]2[CH2:21][CH2:20]2)=[O:16])[CH2:6][C@@H:5]1[CH3:22])(=[O:3])[CH3:2]. The yield is 0.410. (4) The reactants are [NH2:1][C:2]1[CH:7]=[CH:6][CH:5]=[CH:4][C:3]=1[S:8]([NH2:11])(=[O:10])=[O:9].[I:12]Cl. The catalyst is C(Cl)(Cl)Cl. The product is [NH2:1][C:2]1[CH:7]=[CH:6][C:5]([I:12])=[CH:4][C:3]=1[S:8]([NH2:11])(=[O:9])=[O:10]. The yield is 0.550. (5) The yield is 0.130. The product is [F:27][C:21]1[CH:22]=[C:23]([F:26])[CH:24]=[CH:25][C:20]=1[N:16]1[C:15]([C:9]2[S:8][C:7]3[C:6]4[N:28]=[C:2]([N:32]5[CH2:33][CH2:34][NH:29][C:30](=[O:35])[CH2:31]5)[CH:3]=[CH:4][C:5]=4[O:14][CH2:13][CH2:12][C:11]=3[CH:10]=2)=[N:19][CH:18]=[N:17]1. The catalyst is O1CCOCC1.C1C=CC(/C=C/C(/C=C/C2C=CC=CC=2)=O)=CC=1.C1C=CC(/C=C/C(/C=C/C2C=CC=CC=2)=O)=CC=1.C1C=CC(/C=C/C(/C=C/C2C=CC=CC=2)=O)=CC=1.[Pd].[Pd]. The reactants are Cl[C:2]1[CH:3]=[CH:4][C:5]2[O:14][CH2:13][CH2:12][C:11]3[CH:10]=[C:9]([C:15]4[N:16]([C:20]5[CH:25]=[CH:24][C:23]([F:26])=[CH:22][C:21]=5[F:27])[N:17]=[CH:18][N:19]=4)[S:8][C:7]=3[C:6]=2[N:28]=1.[NH:29]1[CH2:34][CH2:33][NH:32][CH2:31][C:30]1=[O:35].CC([O-])(C)C.[Na+].CC(C1C=C(C(C)C)C(C2C=CC=CC=2P(C2CCCCC2)C2CCCCC2)=C(C(C)C)C=1)C. (6) The yield is 0.920. The reactants are Br[C:2]1[CH:10]=[CH:9][CH:8]=[C:7]2[C:3]=1[CH2:4][CH2:5][C:6]2=[O:11].B([O-])O[CH2:14][CH3:15].C(=O)([O-])[O-].[K+].[K+]. The product is [CH2:14]([C:2]1[CH:10]=[CH:9][CH:8]=[C:7]2[C:3]=1[CH2:4][CH2:5][C:6]2=[O:11])[CH3:15]. The catalyst is C1(C)C=CC=CC=1.[Ag]=O. (7) The reactants are [Cl:1][C:2]1[C:3]([O:9][C:10]2[CH:15]=[C:14]([O:16][CH2:17][CH2:18][CH2:19][O:20][CH3:21])[CH:13]=[CH:12][C:11]=2/[CH:22]=[C:23](\[CH3:27])/[C:24]([OH:26])=O)=[N:4][CH:5]=[C:6]([Cl:8])[CH:7]=1.CC1C=CC=C([N+]([O-])=O)C=1C(OC(=O)C1C([N+]([O-])=O)=CC=CC=1C)=O.[CH2:53]([S:58]([NH2:61])(=[O:60])=[O:59])[CH2:54][CH2:55][CH2:56][CH3:57].[Cl-].[NH4+]. The catalyst is C(#N)C.CN(C)C1C=CN=CC=1.C(N(CC)CC)C. The product is [Cl:1][C:2]1[C:3]([O:9][C:10]2[CH:15]=[C:14]([O:16][CH2:17][CH2:18][CH2:19][O:20][CH3:21])[CH:13]=[CH:12][C:11]=2/[CH:22]=[C:23](\[CH3:27])/[C:24]([NH:61][S:58]([CH2:53][CH2:54][CH2:55][CH2:56][CH3:57])(=[O:60])=[O:59])=[O:26])=[N:4][CH:5]=[C:6]([Cl:8])[CH:7]=1. The yield is 0.840.